This data is from Reaction yield outcomes from USPTO patents with 853,638 reactions. The task is: Predict the reaction yield, written as a fraction of the theoretical maximum amount of product (1.0 means a 100% yield; for example, 0.34 means a 34% yield). The reactants are [C:1]([C:3]1[CH:8]=[CH:7][C:6]([C:9]2[N:10]=[C:11]([CH:14]([CH2:18][C:19]3[CH:24]=[CH:23][CH:22]=[CH:21][CH:20]=3)[C:15]([OH:17])=O)[NH:12][CH:13]=2)=[CH:5][CH:4]=1)#[N:2].C(N(CC)CC)C.CN([P+](ON1N=NC2C=CC=CC1=2)(N(C)C)N(C)C)C.F[P-](F)(F)(F)(F)F.[NH2:59][C:60]1[CH:68]=[CH:67][C:63]([C:64]([NH2:66])=[O:65])=[CH:62][CH:61]=1. The catalyst is C1COCC1. The product is [C:1]([C:3]1[CH:4]=[CH:5][C:6]([C:9]2[N:10]=[C:11]([CH:14]([CH2:18][C:19]3[CH:24]=[CH:23][CH:22]=[CH:21][CH:20]=3)[C:15]([NH:59][C:60]3[CH:68]=[CH:67][C:63]([C:64]([NH2:66])=[O:65])=[CH:62][CH:61]=3)=[O:17])[NH:12][CH:13]=2)=[CH:7][CH:8]=1)#[N:2]. The yield is 0.320.